From a dataset of Peptide-MHC class I binding affinity with 185,985 pairs from IEDB/IMGT. Regression. Given a peptide amino acid sequence and an MHC pseudo amino acid sequence, predict their binding affinity value. This is MHC class I binding data. (1) The peptide sequence is VTFQGKFKK. The MHC is HLA-A02:03 with pseudo-sequence HLA-A02:03. The binding affinity (normalized) is 0.0820. (2) The MHC is Mamu-A01 with pseudo-sequence Mamu-A01. The binding affinity (normalized) is 0.377. The peptide sequence is LTTIAYQEDE. (3) The peptide sequence is KVPAAYAAQGY. The MHC is Mamu-A01 with pseudo-sequence Mamu-A01. The binding affinity (normalized) is 0.434. (4) The peptide sequence is YCTLYVTVF. The binding affinity (normalized) is 0.175. The MHC is Mamu-B52 with pseudo-sequence Mamu-B52. (5) The peptide sequence is ETFKIDAVRY. The MHC is HLA-A31:01 with pseudo-sequence HLA-A31:01. The binding affinity (normalized) is 0.0177. (6) The binding affinity (normalized) is 0.655. The peptide sequence is VPGSETMCY. The MHC is HLA-B35:01 with pseudo-sequence HLA-B35:01. (7) The peptide sequence is LTEEVQWTEM. The MHC is Mamu-A02 with pseudo-sequence Mamu-A02. The binding affinity (normalized) is 0.807.